From a dataset of Catalyst prediction with 721,799 reactions and 888 catalyst types from USPTO. Predict which catalyst facilitates the given reaction. (1) Reactant: C1(P(N=[N+]=[N-])(C2C=CC=CC=2)=[O:8])C=CC=CC=1.[F:18][C:19]1([C:26]2[CH:31]=[CH:30][C:29]([C:32]3[CH2:36][C:35]([C:41]4[CH:46]=[C:45]([Cl:47])[C:44]([Cl:48])=[C:43]([Cl:49])[CH:42]=4)([C:37]([F:40])([F:39])[F:38])[O:34][N:33]=3)=[CH:28][CH:27]=2)[CH2:22][CH:21](C(O)=O)[CH2:20]1.C([N:52]([CH2:55]C)CC)C.[CH3:57][Si:58]([CH3:63])([CH3:62])[CH2:59][CH2:60][OH:61]. Product: [F:18][C:19]1([C:26]2[CH:27]=[CH:28][C:29]([C:32]3[CH2:36][C:35]([C:41]4[CH:46]=[C:45]([Cl:47])[C:44]([Cl:48])=[C:43]([Cl:49])[CH:42]=4)([C:37]([F:40])([F:39])[F:38])[O:34][N:33]=3)=[CH:30][CH:31]=2)[CH2:22][CH:21]([NH:52][C:55](=[O:8])[O:61][CH2:60][CH2:59][Si:58]([CH3:63])([CH3:62])[CH3:57])[CH2:20]1. The catalyst class is: 1. (2) Reactant: [C:1](=O)([O-])[O-].[K+].[K+].IC.[F:9][C:10]1[CH:20]=[CH:19][C:13]([CH:14]([OH:18])[C:15]([OH:17])=[O:16])=[CH:12][CH:11]=1. Product: [F:9][C:10]1[CH:20]=[CH:19][C:13]([CH:14]([OH:18])[C:15]([O:17][CH3:1])=[O:16])=[CH:12][CH:11]=1. The catalyst class is: 255.